This data is from Experimentally validated miRNA-target interactions with 360,000+ pairs, plus equal number of negative samples. The task is: Binary Classification. Given a miRNA mature sequence and a target amino acid sequence, predict their likelihood of interaction. (1) The miRNA is hsa-miR-5687 with sequence UUAGAACGUUUUAGGGUCAAAU. The protein sequence of the target gene is MTAHSFALPVIIFTTFWGLVGIAGPWFVPKGPNRGVIITMLVATAVCCYLFWLIAILAQLNPLFGPQLKNETIWYVRFLWE. Result: 0 (no interaction). (2) The miRNA is hsa-miR-6878-5p with sequence AGGGAGAAAGCUAGAAGCUGAAG. The protein sequence of the target gene is MARLAAVLWNLCVTAVLVTSATQGLSRAGLPFGLMRRELACEGYPIELRCPGSDVIMVENANYGRTDDKICDADPFQMENVQCYLPDAFKIMSQRCNNRTQCVVVAGSDAFPDPCPGTYKYLEVQYDCVPYKVEQKVFVCPGTLQKVLEPTSTHESEHQSGAWCKDPLQAGDRIYVMPWIPYRTDTLTEYASWEDYVAARHTTTYRLPNRVDGTGFVVYDGAVFYNKERTRNIVKYDLRTRIKSGETVINTANYHDTSPYRWGGKTDIDLAVDENGLWVIYATEGNNGRLVVSQLNPYTL.... Result: 1 (interaction).